This data is from Reaction yield outcomes from USPTO patents with 853,638 reactions. The task is: Predict the reaction yield, written as a fraction of the theoretical maximum amount of product (1.0 means a 100% yield; for example, 0.34 means a 34% yield). (1) The reactants are C(OC([N:11]1[CH2:17][CH2:16][C:15](=[O:18])[N:14]([CH2:19][CH2:20][CH2:21][C:22]([N:24]2[CH2:31][CH2:30][C:27]3([CH2:29][CH2:28]3)[C@H:26]([OH:32])[CH2:25]2)=[O:23])[CH2:13][CH2:12]1)=O)C1C=CC=CC=1.[H][H]. The catalyst is CO.[Pd]. The product is [OH:32][C@@H:26]1[CH2:25][N:24]([C:22](=[O:23])[CH2:21][CH2:20][CH2:19][N:14]2[C:15](=[O:18])[CH2:16][CH2:17][NH:11][CH2:12][CH2:13]2)[CH2:31][CH2:30][C:27]21[CH2:29][CH2:28]2. The yield is 0.850. (2) The reactants are [N+]([C:4]1[CH:11]=[C:10]([C:12]([F:15])([F:14])[F:13])[CH:9]=[CH:8][C:5]=1[C:6]#[N:7])([O-])=O.[C:16]([O:20][CH3:21])(=[O:19])[CH2:17][SH:18].CN1C(=O)CCC1.O.[OH-].[Li+]. The catalyst is O. The product is [C:16]([C:17]1[S:18][C:4]2[CH:11]=[C:10]([C:12]([F:15])([F:14])[F:13])[CH:9]=[CH:8][C:5]=2[C:6]=1[NH2:7])([O:20][CH3:21])=[O:19]. The yield is 0.847. (3) The reactants are I[C:2]1[N:6]2[CH:7]=[C:8]([C:11]3[CH:16]=[CH:15][C:14]([C:17]([F:20])([F:19])[F:18])=[CH:13][CH:12]=3)[CH:9]=[CH:10][C:5]2=[N:4][CH:3]=1.[CH3:21][Si:22]([C:25]#[CH:26])([CH3:24])[CH3:23]. No catalyst specified. The product is [F:18][C:17]([F:20])([F:19])[C:14]1[CH:15]=[CH:16][C:11]([C:8]2[CH:9]=[CH:10][C:5]3[N:6]([C:2]([C:26]#[C:25][Si:22]([CH3:24])([CH3:23])[CH3:21])=[CH:3][N:4]=3)[CH:7]=2)=[CH:12][CH:13]=1. The yield is 0.890. (4) The yield is 0.410. The product is [Br:15][C:12]1[CH:11]=[C:6]([C:7]([O:9][CH3:10])=[O:8])[CH:5]=[C:4]2[C:13]=1[O:14][C:26](=[S:27])[CH:2]=[C:1]2[OH:3]. The reactants are [C:1]([C:4]1[CH:5]=[C:6]([CH:11]=[C:12]([Br:15])[C:13]=1[OH:14])[C:7]([O:9][CH3:10])=[O:8])(=[O:3])[CH3:2].C[Si]([N-][Si](C)(C)C)(C)C.[Na+].[C:26](=S)=[S:27]. The catalyst is C1COCC1. (5) The reactants are [Cl:1][C:2]1[CH:7]=[C:6]([F:8])[CH:5]=[CH:4][C:3]=1[S:9]([C@H:12]1[CH2:16][NH:15][C@H:14]([C:17]([NH:19][C:20]2([C:23]#[N:24])[CH2:22][CH2:21]2)=[O:18])[CH2:13]1)(=[O:11])=[O:10].Cl.[N:26]1([C:32]2([C:35](O)=[O:36])[CH2:34][CH2:33]2)[CH2:31][CH2:30][CH2:29][CH2:28][CH2:27]1. No catalyst specified. The product is [Cl:1][C:2]1[CH:7]=[C:6]([F:8])[CH:5]=[CH:4][C:3]=1[S:9]([C@H:12]1[CH2:16][N:15]([C:35]([C:32]2([N:26]3[CH2:31][CH2:30][CH2:29][CH2:28][CH2:27]3)[CH2:33][CH2:34]2)=[O:36])[C@H:14]([C:17]([NH:19][C:20]2([C:23]#[N:24])[CH2:22][CH2:21]2)=[O:18])[CH2:13]1)(=[O:10])=[O:11]. The yield is 0.490. (6) The reactants are [N:1]1([C:7]2[C:8]3[N:23]=[C:22]([CH2:24][N:25]4[CH2:28][CH:27]([N:29]5[CH2:34][CH2:33][O:32][CH2:31][CH2:30]5)[CH2:26]4)[S:21][C:9]=3[N:10]=[C:11]([NH:13][C:14]3[C:15]([NH2:20])=[CH:16][CH:17]=[CH:18][CH:19]=3)[N:12]=2)[CH2:6][CH2:5][O:4][CH2:3][CH2:2]1.[F:35][CH:36]([F:42])[C:37](OCC)=O. The catalyst is O1CCOCC1. The product is [F:35][CH:36]([F:42])[C:37]1[N:13]([C:11]2[N:12]=[C:7]([N:1]3[CH2:6][CH2:5][O:4][CH2:3][CH2:2]3)[C:8]3[N:23]=[C:22]([CH2:24][N:25]4[CH2:28][CH:27]([N:29]5[CH2:34][CH2:33][O:32][CH2:31][CH2:30]5)[CH2:26]4)[S:21][C:9]=3[N:10]=2)[C:14]2[CH:19]=[CH:18][CH:17]=[CH:16][C:15]=2[N:20]=1. The yield is 0.350.